From a dataset of Full USPTO retrosynthesis dataset with 1.9M reactions from patents (1976-2016). Predict the reactants needed to synthesize the given product. (1) Given the product [Br:17][C:18]1[CH:23]=[CH:22][C:21]([O:24][C:6]2[CH:7]=[CH:2][CH:3]=[CH:4][C:5]=2[N+:8]([O-:10])=[O:9])=[CH:20][CH:19]=1, predict the reactants needed to synthesize it. The reactants are: F[C:2]1[CH:7]=[CH:6][C:5]([N+:8]([O-:10])=[O:9])=[CH:4][CH:3]=1.C(=O)([O-])[O-].[K+].[K+].[Br:17][C:18]1[CH:23]=[CH:22][C:21]([OH:24])=[CH:20][CH:19]=1.CCOC(C)=O. (2) The reactants are: Br[CH2:2][C:3]([C:5]1[CH:25]=[CH:24][C:8]([O:9][CH2:10][CH2:11][CH2:12][CH2:13][CH2:14][O:15][C:16]2[CH:23]=[CH:22][C:19]([C:20]#[N:21])=[CH:18][CH:17]=2)=[CH:7][CH:6]=1)=O.[CH3:26][NH:27][C:28]([NH2:30])=[S:29]. Given the product [CH3:26][NH:27][C:28]1[S:29][CH:2]=[C:3]([C:5]2[CH:25]=[CH:24][C:8]([O:9][CH2:10][CH2:11][CH2:12][CH2:13][CH2:14][O:15][C:16]3[CH:23]=[CH:22][C:19]([C:20]#[N:21])=[CH:18][CH:17]=3)=[CH:7][CH:6]=2)[N:30]=1, predict the reactants needed to synthesize it. (3) Given the product [CH2:10]([N:9]([CH2:1][CH2:2][CH2:3][CH2:4][CH2:5][CH2:6][CH2:7][CH3:8])[C:20](=[S:21])[S-:22])[CH2:11][CH2:12][CH2:13][CH2:14][CH2:15][CH2:16][CH3:17].[Zn+2:19].[CH2:10]([N:9]([CH2:1][CH2:2][CH2:3][CH2:4][CH2:5][CH2:6][CH2:7][CH3:8])[C:20](=[S:21])[S-:22])[CH2:11][CH2:12][CH2:13][CH2:14][CH2:15][CH2:16][CH3:17], predict the reactants needed to synthesize it. The reactants are: [CH2:1]([NH:9][CH2:10][CH2:11][CH2:12][CH2:13][CH2:14][CH2:15][CH2:16][CH3:17])[CH2:2][CH2:3][CH2:4][CH2:5][CH2:6][CH2:7][CH3:8].[O-2].[Zn+2:19].[C:20](=[S:22])=[S:21].